From a dataset of Catalyst prediction with 721,799 reactions and 888 catalyst types from USPTO. Predict which catalyst facilitates the given reaction. (1) Reactant: [CH3:1][N:2]1[CH:6]=[C:5]([N:7]2[CH:12]=[CH:11][C:10](=[O:13])[C:9]([CH2:14][C:15]3[CH:16]=[C:17]([C:21]4[N:26]=[CH:25][C:24](OCC(O)=O)=[CH:23][N:22]=4)[CH:18]=[CH:19][CH:20]=3)=[N:8]2)[CH:4]=[N:3]1.[B:32]1(B2OC(C)(C)C(C)(C)O2)[O:36]C(C)(C)C(C)(C)[O:33]1.CC(C1C=C(C(C)C)C(C2C=CC=CC=2P(C2CCCCC2)C2CCCCC2)=C(C(C)C)C=1)C.C([O-])(=O)C.[K+]. Product: [CH3:1][N:2]1[CH:6]=[C:5]([N:7]2[CH:12]=[CH:11][C:10](=[O:13])[C:9]([CH2:14][C:15]3[CH:16]=[C:17]([C:21]4[N:26]=[CH:25][C:24]([B:32]([OH:36])[OH:33])=[CH:23][N:22]=4)[CH:18]=[CH:19][CH:20]=3)=[N:8]2)[CH:4]=[N:3]1. The catalyst class is: 110. (2) Product: [NH2:43][C:36](=[O:37])[CH2:35][C:16]1[C:15]([C:11]2[CH:12]=[CH:13][CH:14]=[C:9]([C:7](=[O:8])[NH:6][C:1]34[CH2:5][CH:3]([CH2:4]3)[CH2:2]4)[CH:10]=2)=[CH:34][C:19]2[C:20]([C:30]([NH:31][CH3:32])=[O:33])=[C:21]([C:23]3[CH:28]=[CH:27][C:26]([F:29])=[CH:25][CH:24]=3)[O:22][C:18]=2[CH:17]=1. Reactant: [C:1]12([NH:6][C:7]([C:9]3[CH:10]=[C:11]([C:15]4[C:16]([CH2:35][C:36](O)=[O:37])=[CH:17][C:18]5[O:22][C:21]([C:23]6[CH:28]=[CH:27][C:26]([F:29])=[CH:25][CH:24]=6)=[C:20]([C:30](=[O:33])[NH:31][CH3:32])[C:19]=5[CH:34]=4)[CH:12]=[CH:13][CH:14]=3)=[O:8])[CH2:5][CH:3]([CH2:4]1)[CH2:2]2.[Cl-].[NH4+].CC[N:43](C(C)C)C(C)C.CN(C(ON1N=NC2C=CC=NC1=2)=[N+](C)C)C.F[P-](F)(F)(F)(F)F. The catalyst class is: 18. (3) Reactant: [ClH:1].[C:2]([NH:6][C:7](=[O:23])[C:8]1[CH:13]=[CH:12][C:11]([C:14]2[C:15]3[N:16]([CH:20]=[N:21][CH:22]=3)[CH2:17][CH2:18][CH:19]=2)=[CH:10][CH:9]=1)([CH3:5])([CH3:4])[CH3:3]. Product: [ClH:1].[C:2]([NH:6][C:7](=[O:23])[C:8]1[CH:9]=[CH:10][C:11]([CH:14]2[CH2:19][CH2:18][CH2:17][N:16]3[CH:20]=[N:21][CH:22]=[C:15]23)=[CH:12][CH:13]=1)([CH3:5])([CH3:3])[CH3:4]. The catalyst class is: 29. (4) Reactant: [F:1][C:2]1([F:33])[O:6][C:5]2[CH:7]=[CH:8][C:9]([C:11]3([C:14]([NH:16][C:17]4[N:22]=[C:21]([C:23]5[CH:24]=[C:25]([CH:29]=[CH:30][CH:31]=5)[C:26]([OH:28])=[O:27])[C:20]([CH3:32])=[CH:19][CH:18]=4)=[O:15])[CH2:13][CH2:12]3)=[CH:10][C:4]=2[O:3]1.Cl. Product: [F:33][C:2]1([F:1])[O:6][C:5]2[CH:7]=[CH:8][C:9]([C:11]3([C:14]([NH:16][C:17]4[N:22]=[C:21]([C:23]5[CH:24]=[C:25]([CH:29]=[CH:30][CH:31]=5)[C:26]([OH:28])=[O:27])[C:20]([CH3:32])=[CH:19][CH:18]=4)=[O:15])[CH2:13][CH2:12]3)=[CH:10][C:4]=2[O:3]1. The catalyst class is: 6.